Predict the product of the given reaction. From a dataset of Forward reaction prediction with 1.9M reactions from USPTO patents (1976-2016). (1) Given the reactants [OH:1][CH:2]([C:5]12[CH2:14][CH:9]3[CH2:10][CH:11]([CH2:13][CH:7]([CH2:8]3)[CH2:6]1)[CH2:12]2)[CH2:3][CH3:4].[O:15]=O, predict the reaction product. The product is: [OH:15][C:7]12[CH2:13][CH:11]3[CH2:10][CH:9]([CH2:14][C:5]([C:2](=[O:1])[CH2:3][CH3:4])([CH2:12]3)[CH2:6]1)[CH2:8]2. (2) Given the reactants [OH:1][CH:2]1[CH:7]([C:8]2[CH:13]=[CH:12][C:11]([OH:14])=[CH:10][CH:9]=2)[CH2:6][CH2:5][N:4]([C:15]([O:17][C:18]([CH3:21])([CH3:20])[CH3:19])=[O:16])[CH2:3]1.[CH2:22]([Br:25])[C:23]#[CH:24].C(=O)([O-])[O-].[K+].[K+], predict the reaction product. The product is: [OH:1][CH:2]1[CH:7]([C:8]2[CH:9]=[CH:10][C:11]([O:14][CH2:24][C:23]#[CH:22])=[CH:12][CH:13]=2)[CH2:6][CH2:5][N:4]([C:15]([O:17][C:18]([CH3:21])([CH3:20])[CH3:19])=[O:16])[CH2:3]1.[Br:25][CH2:22][C:23]1[CH:6]=[CH:7][C:8]2[C:9](=[CH:10][CH:11]=[CH:12][CH:13]=2)[CH:24]=1. (3) Given the reactants [CH:1]1[CH:2]=[CH:3][C:4]2N(O)N=[N:7][C:5]=2C=1.C(N)CCCC.CCN=C=NCCCN(C)C.[C:28]([O:32][C:33]([NH:35][C@@H:36]([CH2:40][C:41]1[CH:46]=[CH:45][C:44]([N:47]2[CH2:51][C:50](=[O:52])[N:49]([CH2:53][C:54]3[CH:59]=[CH:58][C:57]([O:60][CH3:61])=[CH:56][CH:55]=3)[S:48]2(=[O:63])=[O:62])=[CH:43][CH:42]=1)[C:37]([OH:39])=O)=[O:34])([CH3:31])([CH3:30])[CH3:29], predict the reaction product. The product is: [C:28]([O:32][C:33](=[O:34])[NH:35][C@H:36]([C:37](=[O:39])[NH:7][CH2:5][CH2:4][CH2:3][CH2:2][CH3:1])[CH2:40][C:41]1[CH:42]=[CH:43][C:44]([N:47]2[CH2:51][C:50](=[O:52])[N:49]([CH2:53][C:54]3[CH:59]=[CH:58][C:57]([O:60][CH3:61])=[CH:56][CH:55]=3)[S:48]2(=[O:63])=[O:62])=[CH:45][CH:46]=1)([CH3:29])([CH3:30])[CH3:31].